From a dataset of Forward reaction prediction with 1.9M reactions from USPTO patents (1976-2016). Predict the product of the given reaction. Given the reactants [C:1]([O:5][C:6]([N:8]1[CH2:13][CH2:12][C:11](=O)[CH2:10][CH2:9]1)=[O:7])([CH3:4])([CH3:3])[CH3:2].[Br:15][C:16]1[CH:22]=[CH:21][C:19]([NH2:20])=[CH:18][CH:17]=1, predict the reaction product. The product is: [C:1]([O:5][C:6]([N:8]1[CH2:13][CH2:12][CH:11]([NH:20][C:19]2[CH:21]=[CH:22][C:16]([Br:15])=[CH:17][CH:18]=2)[CH2:10][CH2:9]1)=[O:7])([CH3:4])([CH3:3])[CH3:2].